This data is from Full USPTO retrosynthesis dataset with 1.9M reactions from patents (1976-2016). The task is: Predict the reactants needed to synthesize the given product. (1) Given the product [N:1]([CH2:17][C:12]([CH2:11][N:7]=[N+:8]=[N-:9])([CH2:13][N:4]=[N+:5]=[N-:6])[CH2:15][O:16][CH2:21][CH2:22][O:23][CH2:24][CH2:25][O:26][CH2:27][CH2:28][O:29][CH2:30][CH2:31][O:32][CH2:33][CH:34]=[CH2:35])=[N+:2]=[N-:3], predict the reactants needed to synthesize it. The reactants are: [N-:1]=[N+:2]=[N-:3].[N-:4]=[N+:5]=[N-:6].[N-:7]=[N+:8]=[N-:9].O[CH2:11][C:12]([CH2:17]O)([CH2:15][OH:16])[CH2:13]O.[H-].[Na+].[CH2:21](O)[CH2:22][O:23][CH2:24][CH2:25][O:26][CH2:27][CH2:28][O:29][CH2:30][CH2:31][O:32][CH2:33][CH:34]=[CH2:35]. (2) Given the product [C:18]([O:22][C:23]([N:25]1[CH2:26][CH2:27][C:6]2[N:5]=[CH:10][C:9]([N+:11]([O-:13])=[O:12])=[CH:8][C:7]=2[CH2:30]1)=[O:24])([CH3:21])([CH3:20])[CH3:19], predict the reactants needed to synthesize it. The reactants are: N.CO.C[N:5]1[CH:10]=[C:9]([N+:11]([O-:13])=[O:12])[CH:8]=[C:7]([N+]([O-])=O)[C:6]1=O.[C:18]([O:22][C:23]([N:25]1[CH2:30]CC(=O)[CH2:27][CH2:26]1)=[O:24])([CH3:21])([CH3:20])[CH3:19].